From a dataset of Catalyst prediction with 721,799 reactions and 888 catalyst types from USPTO. Predict which catalyst facilitates the given reaction. (1) Reactant: [F:1][C:2]1[CH:18]=[CH:17][C:5]([CH2:6][O:7][C:8]2[CH:9]=[N:10][CH:11]=[CH:12][C:13]=2[N+:14]([O-])=O)=[CH:4][CH:3]=1.[CH3:19][C:20]([Mg]Br)=[CH:21][CH3:22].[Cl-:25].[NH4+]. Product: [ClH:25].[F:1][C:2]1[CH:18]=[CH:17][C:5]([CH2:6][O:7][C:8]2[C:13]3[NH:14][C:21]([CH3:22])=[C:20]([CH3:19])[C:12]=3[CH:11]=[N:10][CH:9]=2)=[CH:4][CH:3]=1. The catalyst class is: 7. (2) Reactant: [Cl:1][C:2]1[CH:3]=[C:4]([C:12]2[N:16]=[C:15]([C:17]3[CH:22]=[CH:21][C:20]([NH:23][C@H:24]4[CH2:28][CH2:27][C@@H:26]([C:29]([OH:31])=[O:30])[CH2:25]4)=[CH:19][CH:18]=3)[O:14][N:13]=2)[CH:5]=[CH:6][C:7]=1[O:8][CH:9]([CH3:11])[CH3:10].C=O.[C:34](O[BH-](OC(=O)C)OC(=O)C)(=O)C.[Na+]. Product: [Cl:1][C:2]1[CH:3]=[C:4]([C:12]2[N:16]=[C:15]([C:17]3[CH:22]=[CH:21][C:20]([N:23]([CH3:34])[C@H:24]4[CH2:28][CH2:27][C@@H:26]([C:29]([OH:31])=[O:30])[CH2:25]4)=[CH:19][CH:18]=3)[O:14][N:13]=2)[CH:5]=[CH:6][C:7]=1[O:8][CH:9]([CH3:11])[CH3:10]. The catalyst class is: 15. (3) Reactant: [Cl:1][C:2]1[CH:21]=[CH:20][C:5]2[CH2:6][C:7](=[O:19])[NH:8][CH2:9][CH:10]([C:11]3[CH:16]=[CH:15][CH:14]=[CH:13][C:12]=3[O:17][CH3:18])[C:4]=2[CH:3]=1.C(=O)([O-])[O-].[Cs+].[Cs+].Br[CH2:29][C:30]([O:32][CH2:33][CH3:34])=[O:31].O. Product: [CH2:33]([O:32][C:30](=[O:31])[CH2:29][N:8]1[CH2:9][CH:10]([C:11]2[CH:16]=[CH:15][CH:14]=[CH:13][C:12]=2[O:17][CH3:18])[C:4]2[CH:3]=[C:2]([Cl:1])[CH:21]=[CH:20][C:5]=2[CH2:6][C:7]1=[O:19])[CH3:34]. The catalyst class is: 3. (4) Reactant: [C:1]1([CH3:7])[CH:6]=[CH:5][CH:4]=[CH:3][CH:2]=1.Cl.COC1C=CC(C[NH:16][C:17](=[NH:19])[SH:18])=CC=1.[Cl:22][C:23]([SH:26])(Cl)Cl.[OH-].[Na+].[CH3:29][O:30]C(C)(C)C. Product: [Cl:22][C:23]1[S:26][N:19]=[C:17]([S:18][CH2:7][C:1]2[CH:6]=[CH:5][C:4]([O:30][CH3:29])=[CH:3][CH:2]=2)[N:16]=1. The catalyst class is: 786. (5) Reactant: [Cl:1][C:2]1[CH:3]=[C:4]([C:12]2[N:16]=[C:15]([C:17]3[CH:22]=[CH:21][C:20](F)=[CH:19][CH:18]=3)[O:14][N:13]=2)[CH:5]=[CH:6][C:7]=1[O:8][CH:9]([CH3:11])[CH3:10].Cl.[NH2:25][C@H:26]1[CH2:30][N:29]([C:31]([O:33][C:34]([CH3:37])([CH3:36])[CH3:35])=[O:32])[C@@H:28]([C:38]([O:40][CH3:41])=[O:39])[CH2:27]1.C(=O)([O-])[O-].[K+].[K+].C(OCC)(=O)C. Product: [Cl:1][C:2]1[CH:3]=[C:4]([C:12]2[N:16]=[C:15]([C:17]3[CH:22]=[CH:21][C:20]([NH:25][C@H:26]4[CH2:30][N:29]([C:31]([O:33][C:34]([CH3:35])([CH3:36])[CH3:37])=[O:32])[C@@H:28]([C:38]([O:40][CH3:41])=[O:39])[CH2:27]4)=[CH:19][CH:18]=3)[O:14][N:13]=2)[CH:5]=[CH:6][C:7]=1[O:8][CH:9]([CH3:11])[CH3:10]. The catalyst class is: 58. (6) Reactant: [CH3:1][O:2][C:3]1[N:8]=[N:7][C:6]([C:9]([OH:11])=O)=[CH:5][CH:4]=1.Cl[C:13]([N:17](C)[CH3:18])=C(C)C.CNC. Product: [CH3:1][O:2][C:3]1[N:8]=[N:7][C:6]([C:9]([N:17]([CH3:18])[CH3:13])=[O:11])=[CH:5][CH:4]=1. The catalyst class is: 49. (7) Reactant: Cl.C[O:3][C:4](=O)[CH:5]([NH:18][C:19]([O:21][CH2:22][C:23]1[CH:28]=[CH:27][CH:26]=[CH:25][CH:24]=1)=[O:20])[CH2:6][C:7]1[C:8]([CH2:16]Cl)=[C:9]2[C:13](=[CH:14][CH:15]=1)[NH:12][N:11]=[CH:10]2.[NH2:30][CH2:31][C:32]1[CH:37]=[CH:36][N:35]=[CH:34][CH:33]=1.C(O)(=O)C. Product: [CH2:22]([O:21][C:19](=[O:20])[NH:18][CH:5]1[C:4](=[O:3])[N:30]([CH2:31][C:32]2[CH:37]=[CH:36][N:35]=[CH:34][CH:33]=2)[CH2:16][C:8]2[C:9]3[CH:10]=[N:11][NH:12][C:13]=3[CH:14]=[CH:15][C:7]=2[CH2:6]1)[C:23]1[CH:28]=[CH:27][CH:26]=[CH:25][CH:24]=1. The catalyst class is: 11.